This data is from Catalyst prediction with 721,799 reactions and 888 catalyst types from USPTO. The task is: Predict which catalyst facilitates the given reaction. (1) Reactant: [Br:1][C:2]1[CH:3]=[C:4]([C@@H:12](O)[CH3:13])[CH:5]=[C:6]([C:8]([F:11])([F:10])[F:9])[CH:7]=1.S(Br)([Br:17])=O. Product: [Br:1][C:2]1[CH:7]=[C:6]([C:8]([F:11])([F:10])[F:9])[CH:5]=[C:4]([C@@H:12]([Br:17])[CH3:13])[CH:3]=1. The catalyst class is: 4. (2) Reactant: [OH-].[Li+].[F:3][C:4]1[CH:39]=[C:38]([F:40])[CH:37]=[CH:36][C:5]=1[CH2:6][N:7]([CH2:29][CH2:30][CH2:31][CH2:32][CH2:33][CH2:34][CH3:35])[C:8](=[O:28])[CH2:9][C:10]1[CH:27]=[CH:26][C:13]([O:14][CH2:15][C:16]2[CH:25]=[CH:24][CH:23]=[CH:22][C:17]=2[C:18]([O:20]C)=[O:19])=[CH:12][CH:11]=1. Product: [F:3][C:4]1[CH:39]=[C:38]([F:40])[CH:37]=[CH:36][C:5]=1[CH2:6][N:7]([CH2:29][CH2:30][CH2:31][CH2:32][CH2:33][CH2:34][CH3:35])[C:8](=[O:28])[CH2:9][C:10]1[CH:27]=[CH:26][C:13]([O:14][CH2:15][C:16]2[CH:25]=[CH:24][CH:23]=[CH:22][C:17]=2[C:18]([OH:20])=[O:19])=[CH:12][CH:11]=1. The catalyst class is: 90. (3) Reactant: [CH3:1][O:2][C:3](=[O:23])[C:4]1[CH:9]=[C:8]([N:10]([CH3:12])[CH3:11])[CH:7]=[CH:6][C:5]=1[C:13]1[S:14][C:15]2[CH:21]([OH:22])[CH2:20][CH2:19][CH2:18][C:16]=2[N:17]=1.N1C=CN=C1.[Si:29](Cl)([C:32]([CH3:35])([CH3:34])[CH3:33])([CH3:31])[CH3:30].O. Product: [Si:29]([O:22][CH:21]1[C:15]2[S:14][C:13]([C:5]3[CH:6]=[CH:7][C:8]([N:10]([CH3:12])[CH3:11])=[CH:9][C:4]=3[C:3]([O:2][CH3:1])=[O:23])=[N:17][C:16]=2[CH2:18][CH2:19][CH2:20]1)([C:32]([CH3:35])([CH3:34])[CH3:33])([CH3:31])[CH3:30]. The catalyst class is: 3. (4) Reactant: [Cl:1][C:2]1[CH:7]=[CH:6][C:5]([NH:8][C:9]2[O:13][C:12]([C:14]3[CH:15]=[CH:16][CH:17]=[C:18](O)[CH:19]=3)=[N:11][N:10]=2)=[CH:4][C:3]=1[C:21]([F:24])([F:23])[F:22].C[Si]([N-][Si](C)(C)C)(C)C.[K+].[C:35]([O-:38])([O-])=[O:36].[K+].[K+].Br[N:42]1[CH:47]=C[CH:45]=[N:44][CH2:43]1. Product: [F:22][C:21]([F:24])([F:23])[C:35]([OH:38])=[O:36].[Cl:1][C:2]1[CH:7]=[CH:6][C:5]([NH:8][C:9]2[O:13][C:12]([C:14]3[CH:15]=[CH:16][C:17]([O:38][C:35]4[CH:47]=[N:42][CH:43]=[N:44][CH:45]=4)=[CH:18][CH:19]=3)=[N:11][N:10]=2)=[CH:4][C:3]=1[C:21]([F:24])([F:23])[F:22]. The catalyst class is: 121. (5) Reactant: [NH2:1][C:2]1[C:7]([F:8])=[CH:6][C:5]([OH:9])=[C:4]([F:10])[CH:3]=1.[Cl:11][C:12]1[CH:17]=[C:16](Cl)[N:15]=[C:14]([NH:19][C:20](=[O:22])[CH3:21])[N:13]=1.C(=O)([O-])[O-].[K+].[K+]. Product: [NH2:1][C:2]1[C:7]([F:8])=[CH:6][C:5]([O:9][C:16]2[CH:17]=[C:12]([Cl:11])[N:13]=[C:14]([NH:19][C:20](=[O:22])[CH3:21])[N:15]=2)=[C:4]([F:10])[CH:3]=1. The catalyst class is: 18. (6) Reactant: [C:1]([C:3]1[C:4]([N:17]2[CH2:20][CH:19]([C:21]([OH:23])=O)[CH2:18]2)=[N:5][C:6]([CH:14]([F:16])[F:15])=[C:7]([C:9]([O:11][CH2:12][CH3:13])=[O:10])[CH:8]=1)#[N:2].CN(C(ON1N=NC2C=CC=CC1=2)=[N+](C)C)C.[B-](F)(F)(F)F.CCN(C(C)C)C(C)C.[CH3:55][O:56][C:57]1[CH:58]=[C:59]([CH2:63][S:64]([NH2:67])(=[O:66])=[O:65])[CH:60]=[CH:61][CH:62]=1.C([O-])(O)=O.[Na+]. Product: [C:1]([C:3]1[C:4]([N:17]2[CH2:18][CH:19]([C:21](=[O:23])[NH:67][S:64]([CH2:63][C:59]3[CH:60]=[CH:61][CH:62]=[C:57]([O:56][CH3:55])[CH:58]=3)(=[O:65])=[O:66])[CH2:20]2)=[N:5][C:6]([CH:14]([F:15])[F:16])=[C:7]([CH:8]=1)[C:9]([O:11][CH2:12][CH3:13])=[O:10])#[N:2]. The catalyst class is: 2. (7) Reactant: [Cl:1][C:2]1[C:3]([NH:21][C:22]2[CH:23]=[CH:24][C:25]([F:36])=[C:26]([NH:28]C(=O)OC(C)(C)C)[CH:27]=2)=[N:4][C:5]([NH:8][C:9]2[CH:10]=[N:11][N:12]([CH:14]3[CH2:19][CH2:18][N:17]([CH3:20])[CH2:16][CH2:15]3)[CH:13]=2)=[N:6][CH:7]=1.O1CCOCC1. Product: [NH2:28][C:26]1[CH:27]=[C:22]([NH:21][C:3]2[C:2]([Cl:1])=[CH:7][N:6]=[C:5]([NH:8][C:9]3[CH:10]=[N:11][N:12]([CH:14]4[CH2:19][CH2:18][N:17]([CH3:20])[CH2:16][CH2:15]4)[CH:13]=3)[N:4]=2)[CH:23]=[CH:24][C:25]=1[F:36]. The catalyst class is: 240. (8) Reactant: [CH3:1][O:2][C:3]1[CH:4]=[C:5]([CH:10]=[C:11]([C:13]([F:16])([F:15])[F:14])[CH:12]=1)[C:6]([O:8]C)=O.[CH3:17][NH:18][O:19][CH3:20].C([Mg]Cl)(C)C. Product: [CH3:1][O:2][C:3]1[CH:4]=[C:5]([CH:10]=[C:11]([C:13]([F:16])([F:15])[F:14])[CH:12]=1)[C:6]([N:18]([O:19][CH3:20])[CH3:17])=[O:8]. The catalyst class is: 1.